Regression. Given a peptide amino acid sequence and an MHC pseudo amino acid sequence, predict their binding affinity value. This is MHC class I binding data. From a dataset of Peptide-MHC class I binding affinity with 185,985 pairs from IEDB/IMGT. (1) The peptide sequence is RRTPRVSWK. The MHC is HLA-A26:01 with pseudo-sequence HLA-A26:01. The binding affinity (normalized) is 0.0847. (2) The peptide sequence is MRDLRQHEV. The MHC is HLA-B15:17 with pseudo-sequence HLA-B15:17. The binding affinity (normalized) is 0.0847. (3) The peptide sequence is STLERTSKASLER. The MHC is HLA-B40:01 with pseudo-sequence HLA-B40:01. The binding affinity (normalized) is 0. (4) The peptide sequence is SSFDYCGMDH. The MHC is HLA-A11:01 with pseudo-sequence HLA-A11:01. The binding affinity (normalized) is 0.187. (5) The peptide sequence is YLVKYQATV. The MHC is HLA-A02:03 with pseudo-sequence HLA-A02:03. The binding affinity (normalized) is 0.711. (6) The peptide sequence is YSQIGLVTL. The MHC is H-2-Db with pseudo-sequence H-2-Db. The binding affinity (normalized) is 0.340.